The task is: Predict which catalyst facilitates the given reaction.. This data is from Catalyst prediction with 721,799 reactions and 888 catalyst types from USPTO. (1) Reactant: [NH2:1][C:2]1[CH:6]=[C:5]([Cl:7])[N:4]([C:8]2[CH:13]=[CH:12][C:11]([C:14]3[CH:18]=[CH:17][S:16][CH:15]=3)=[CH:10][CH:9]=2)[C:3]=1[C:19]([O:21][CH2:22][CH3:23])=[O:20].[C:24]([CH2:26][C:27](O)=[O:28])#[N:25].C1C=CC2N(O)N=NC=2C=1.C(Cl)CCl.C(N(CC)CC)C. Product: [Cl:7][C:5]1[N:4]([C:8]2[CH:9]=[CH:10][C:11]([C:14]3[CH:18]=[CH:17][S:16][CH:15]=3)=[CH:12][CH:13]=2)[C:3]([C:19]([O:21][CH2:22][CH3:23])=[O:20])=[C:2]([NH:1][C:27](=[O:28])[CH2:26][C:24]#[N:25])[CH:6]=1. The catalyst class is: 3. (2) Reactant: [CH2:1]1[C:14]2[C:13]3[CH:12]=[CH:11][CH:10]=[CH:9][C:8]=3[NH:7][C:6]=2[C:5]([C:15]([O:17][CH2:18][CH3:19])=[O:16])=[CH:4][NH:3][CH:2]1[C:20]([O:22]CC)=[O:21].[Li+].[OH-]. Product: [CH2:18]([O:17][C:15]([C:5]1[C:6]2[NH:7][C:8]3[CH:9]=[CH:10][CH:11]=[CH:12][C:13]=3[C:14]=2[CH2:1][CH:2]([C:20]([OH:22])=[O:21])[NH:3][CH:4]=1)=[O:16])[CH3:19]. The catalyst class is: 5.